Task: Predict the reaction yield, written as a fraction of the theoretical maximum amount of product (1.0 means a 100% yield; for example, 0.34 means a 34% yield).. Dataset: Reaction yield outcomes from USPTO patents with 853,638 reactions (1) The reactants are [F:1][C:2]1[CH:9]=[CH:8][C:5]([CH:6]=O)=[CH:4][C:3]=1[C:10]([F:13])([F:12])[F:11].[C:14]([N:33]1[CH:37]=[CH:36][N:35]=[C:34]1[NH2:38])([C:27]1[CH:32]=[CH:31][CH:30]=[CH:29][CH:28]=1)([C:21]1[CH:26]=[CH:25][CH:24]=[CH:23][CH:22]=1)[C:15]1[CH:20]=[CH:19][CH:18]=[CH:17][CH:16]=1.C(O[BH-](OC(=O)C)OC(=O)C)(=O)C.[Na+]. The catalyst is C1(C)C=CC=CC=1. The product is [F:1][C:2]1[CH:9]=[CH:8][C:5]([CH2:6][NH:38][C:34]2[N:33]([C:14]([C:15]3[CH:20]=[CH:19][CH:18]=[CH:17][CH:16]=3)([C:27]3[CH:28]=[CH:29][CH:30]=[CH:31][CH:32]=3)[C:21]3[CH:22]=[CH:23][CH:24]=[CH:25][CH:26]=3)[CH:37]=[CH:36][N:35]=2)=[CH:4][C:3]=1[C:10]([F:13])([F:12])[F:11]. The yield is 0.450. (2) The reactants are [Br:1][C:2]1[CH:7]=[CH:6][C:5]([C:8]2([C:14]3[CH:19]=[CH:18][C:17]([Cl:20])=[CH:16][CH:15]=3)[CH2:13][CH2:12][NH:11][CH2:10][CH2:9]2)=[CH:4][CH:3]=1.C(N(CC)CC)C.Cl[C:29]([O:31][CH2:32][CH3:33])=[O:30]. The catalyst is ClCCl.C(OCC)(=O)C. The product is [CH2:32]([O:31][C:29]([N:11]1[CH2:12][CH2:13][C:8]([C:5]2[CH:6]=[CH:7][C:2]([Br:1])=[CH:3][CH:4]=2)([C:14]2[CH:15]=[CH:16][C:17]([Cl:20])=[CH:18][CH:19]=2)[CH2:9][CH2:10]1)=[O:30])[CH3:33]. The yield is 0.940. (3) The reactants are C(=O)([O-])[O-].[Na+].[Na+].Br[C:8]1[CH:29]=[CH:28][C:11]([C:12]([NH:14][S:15]([C:18]2[CH:23]=[CH:22][CH:21]=[CH:20][C:19]=2[S:24](=[O:27])(=[O:26])[NH2:25])(=[O:17])=[O:16])=[O:13])=[CH:10][C:9]=1[O:30][CH2:31][CH:32]([F:34])[F:33].[O:35]1[C:39]2[CH:40]=[CH:41][CH:42]=[CH:43][C:38]=2[CH:37]=[C:36]1B(O)O. The catalyst is CN(C)C=O.C1C=CC(P(C2C=CC=CC=2)[C-]2C=CC=C2)=CC=1.C1C=CC(P(C2C=CC=CC=2)[C-]2C=CC=C2)=CC=1.Cl[Pd]Cl.[Fe+2]. The product is [O:35]1[C:39]2[CH:40]=[CH:41][CH:42]=[CH:43][C:38]=2[CH:37]=[C:36]1[C:8]1[CH:29]=[CH:28][C:11]([C:12]([NH:14][S:15]([C:18]2[CH:23]=[CH:22][CH:21]=[CH:20][C:19]=2[S:24](=[O:26])(=[O:27])[NH2:25])(=[O:16])=[O:17])=[O:13])=[CH:10][C:9]=1[O:30][CH2:31][CH:32]([F:34])[F:33]. The yield is 0.460. (4) The reactants are [Cl:1][C:2]1[CH:3]=[C:4]([N:9]=[C:10]=[O:11])[CH:5]=[C:6]([Cl:8])[CH:7]=1.[C:12]([O:16][C:17]([N:19]1[CH2:24][CH2:23][CH:22]([N:25]2[C:29]3[N:30]=[CH:31][N:32]=[C:33]([NH2:34])[C:28]=3[C:27]([C:35](=[O:43])[C:36]3[CH:41]=[CH:40][CH:39]=[C:38]([NH2:42])[CH:37]=3)=[CH:26]2)[CH2:21][CH2:20]1)=[O:18])([CH3:15])([CH3:14])[CH3:13]. The catalyst is N1C=CC=CC=1. The product is [C:12]([O:16][C:17]([N:19]1[CH2:24][CH2:23][CH:22]([N:25]2[C:29]3[N:30]=[CH:31][N:32]=[C:33]([NH2:34])[C:28]=3[C:27]([C:35](=[O:43])[C:36]3[CH:41]=[CH:40][CH:39]=[C:38]([NH:42][C:10]([NH:9][C:4]4[CH:3]=[C:2]([Cl:1])[CH:7]=[C:6]([Cl:8])[CH:5]=4)=[O:11])[CH:37]=3)=[CH:26]2)[CH2:21][CH2:20]1)=[O:18])([CH3:15])([CH3:13])[CH3:14]. The yield is 0.630. (5) The product is [Cl:23][C:3]1[C:36]([N:34]([CH3:35])[CH3:33])=[CH:7][C:6]([S:8][C:9]2[CH:19]=[CH:18][CH:17]=[CH:16][C:10]=2[C:11]([N:13]([CH3:15])[CH3:14])=[O:32])=[C:5]([N+:20]([O-:22])=[O:21])[CH:4]=1. The reactants are NC1[C:3]([Cl:23])=[CH:4][C:5]([N+:20]([O-:22])=[O:21])=[C:6]([S:8][C:9]2[CH:19]=[CH:18][CH:17]=[CH:16][C:10]=2[C:11]([N:13]([CH3:15])[CH3:14])=O)[CH:7]=1.CI.C(=O)([O-])[O-].[K+].[K+].[OH2:32].[CH3:33][N:34]([CH:36]=O)[CH3:35]. No catalyst specified. The yield is 0.650. (6) The reactants are [CH2:1]([C:3]1[N:4]=[C:5]([CH2:27][CH2:28][CH3:29])[N:6]([CH2:12][C:13]2[CH:18]=[CH:17][C:16]([C:19]3[C:20]([C:25]#[N:26])=[CH:21][CH:22]=[CH:23][CH:24]=3)=[CH:15][CH:14]=2)[C:7](=[O:11])[C:8]=1[CH:9]=[O:10])[CH3:2].O1C[CH2:33][CH2:32][CH2:31]1. No catalyst specified. The product is [CH2:1]([C:3]1[N:4]=[C:5]([CH2:27][CH2:28][CH3:29])[N:6]([CH2:12][C:13]2[CH:18]=[CH:17][C:16]([C:19]3[C:20]([C:25]#[N:26])=[CH:21][CH:22]=[CH:23][CH:24]=3)=[CH:15][CH:14]=2)[C:7](=[O:11])[C:8]=1[CH:9]([OH:10])[CH:32]([CH3:33])[CH3:31])[CH3:2]. The yield is 0.570.